From a dataset of Full USPTO retrosynthesis dataset with 1.9M reactions from patents (1976-2016). Predict the reactants needed to synthesize the given product. (1) Given the product [Br:23][C:21]1[CH:22]=[C:17]([Br:16])[C:18]2[N:19]([CH:2]=[CH:3][N:25]=2)[C:20]=1[Cl:24], predict the reactants needed to synthesize it. The reactants are: Br[CH2:2][CH:3](OCC)OCC.Cl.C(=O)(O)[O-].[Na+].[Br:16][C:17]1[C:18]([NH2:25])=[N:19][C:20]([Cl:24])=[C:21]([Br:23])[CH:22]=1.C(=O)([O-])[O-].[K+].[K+]. (2) Given the product [CH2:22]([O:14][C:13](=[O:15])[C:6]1[CH:5]=[C:4]([N+:1]([O-:3])=[O:2])[CH:9]=[C:8]([C:10]([O:12][CH2:13][C:6]2[CH:7]=[CH:8][CH:9]=[CH:4][CH:5]=2)=[O:11])[CH:7]=1)[C:23]1[CH:28]=[CH:27][CH:26]=[CH:25][CH:24]=1, predict the reactants needed to synthesize it. The reactants are: [N+:1]([C:4]1[CH:5]=[C:6]([C:13]([OH:15])=[O:14])[CH:7]=[C:8]([C:10]([OH:12])=[O:11])[CH:9]=1)([O-:3])=[O:2].C(=O)([O-])[O-].[K+].[K+].[CH2:22](Br)[C:23]1[CH:28]=[CH:27][CH:26]=[CH:25][CH:24]=1. (3) Given the product [F:1][C:2]([F:8])([F:7])[CH2:3][CH2:4][CH2:5][O:6][C:15]1[CH:14]=[CH:26][C:25]([C:28]([OH:29])=[O:31])=[CH:24][CH:23]=1, predict the reactants needed to synthesize it. The reactants are: [F:1][C:2]([F:8])([F:7])[CH2:3][CH2:4][CH2:5][OH:6].C(N([CH2:14][CH3:15])CC)C.CS(Cl)(=O)=O.CN1[CH2:26][CH2:25][CH2:24][C:23]1=O.[C:28](=[O:31])([O-])[O-:29].[K+].[K+].[OH-].[Na+].Cl.